Predict which catalyst facilitates the given reaction. From a dataset of Catalyst prediction with 721,799 reactions and 888 catalyst types from USPTO. (1) Reactant: C(OC([N:8]1[CH2:13][CH2:12][N:11]([C:14]2[CH:15]=[C:16]3[C:20](=[CH:21][CH:22]=2)[N:19]([CH2:23][C:24]([O:26]C(C)(C)C)=[O:25])[CH:18]=[CH:17]3)[CH2:10][CH2:9]1)=O)(C)(C)C.C(O)(C(F)(F)F)=O. Product: [N:11]1([C:14]2[CH:15]=[C:16]3[C:20](=[CH:21][CH:22]=2)[N:19]([CH2:23][C:24]([OH:26])=[O:25])[CH:18]=[CH:17]3)[CH2:12][CH2:13][NH:8][CH2:9][CH2:10]1. The catalyst class is: 2. (2) Reactant: [O:1]1[C@H:10]2[C:5](=[CH:6][CH2:7][CH2:8][C@H:9]2[CH2:11][OH:12])[CH2:4][CH2:3][CH2:2]1.CN(C=O)C.N1C=CN=C1.[C:23]([Si:27](Cl)([C:34]1[CH:39]=[CH:38][CH:37]=[CH:36][CH:35]=1)[C:28]1[CH:33]=[CH:32][CH:31]=[CH:30][CH:29]=1)([CH3:26])([CH3:25])[CH3:24]. Product: [C:23]([Si:27]([O:12][CH2:11][C@H:9]1[C@@H:10]2[C:5]([CH2:4][CH2:3][CH2:2][O:1]2)=[CH:6][CH2:7][CH2:8]1)([C:34]1[CH:39]=[CH:38][CH:37]=[CH:36][CH:35]=1)[C:28]1[CH:29]=[CH:30][CH:31]=[CH:32][CH:33]=1)([CH3:26])([CH3:24])[CH3:25]. The catalyst class is: 6. (3) Reactant: [CH3:1]/[C:2](/[CH2:7][CH2:8]/[CH:9]=[C:10](\[CH3:17])/[CH2:11][CH2:12][CH:13]=[C:14]([CH3:16])[CH3:15])=[CH:3]\[CH2:4][CH:5]=[CH2:6].[C:18]([O:22][CH3:23])(=[O:21])C=C.OCP(CO)CO.C(O)(C)C. Product: [CH3:1]/[C:2](/[CH2:7][CH2:8]/[CH:9]=[C:10](\[CH3:17])/[CH2:11][CH2:12][CH:13]=[C:14]([CH3:16])[CH3:15])=[CH:3]\[CH2:4]/[CH:5]=[CH:6]/[C:18]([O:22][CH3:23])=[O:21]. The catalyst class is: 69. (4) Reactant: [C:1]([O:5][C:6]([N:8]1[CH2:12][CH:11]=[C:10]([C:13]2[CH:18]=[CH:17][C:16]([C:19]([OH:21])=[O:20])=[CH:15][C:14]=2[C:22]([F:25])([F:24])[F:23])[CH2:9]1)=[O:7])([CH3:4])([CH3:3])[CH3:2].[H][H]. Product: [C:1]([O:5][C:6]([N:8]1[CH2:12][CH2:11][CH:10]([C:13]2[CH:18]=[CH:17][C:16]([C:19]([OH:21])=[O:20])=[CH:15][C:14]=2[C:22]([F:25])([F:23])[F:24])[CH2:9]1)=[O:7])([CH3:4])([CH3:2])[CH3:3]. The catalyst class is: 19. (5) Reactant: Cl[C:2]1[N:7]=[C:6]([Cl:8])[CH:5]=[C:4]([Cl:9])[N:3]=1.CCN(C(C)C)C(C)C.[CH3:19][C@H:20]1[CH2:25][O:24][CH2:23][CH2:22][NH:21]1. Product: [Cl:9][C:4]1[CH:5]=[C:6]([Cl:8])[N:7]=[C:2]([N:21]2[CH2:22][CH2:23][O:24][CH2:25][C@@H:20]2[CH3:19])[N:3]=1. The catalyst class is: 225. (6) Reactant: C#CCC.[CH2:5]([C:15]1[CH:24]=[C:23]2[C:18]([CH:19]=[CH:20][C:21]([O:25][CH3:26])=[CH:22]2)=[CH:17][CH:16]=1)[CH2:6][CH2:7][CH2:8]CCCCCC.C1(C)C=CC=CC=1. Product: [C:5]([C:15]1[CH:24]=[C:23]2[C:18]([CH:19]=[CH:20][C:21]([O:25][CH3:26])=[CH:22]2)=[CH:17][CH:16]=1)#[C:6][CH2:7][CH3:8]. The catalyst class is: 81. (7) Reactant: [C:1]([CH:3]([CH:7]1[C:11]([Cl:12])=[C:10](Cl)C(=O)O1)[C:4]([NH2:6])=[O:5])#[N:2].Cl.[NH2:16][CH2:17][C:18]1[CH:23]=[C:22]([Cl:24])[CH:21]=[CH:20][C:19]=1[N:25]1[CH2:29][CH2:28][O:27][C:26]1=[O:30].C(=O)([O-])[O-].[K+].[K+]. The catalyst class is: 8. Product: [ClH:12].[Cl:12][C:11]1[CH:7]=[C:3]([C:4]([NH2:6])=[O:5])[C:1](=[NH:2])[N:16]([CH2:17][C:18]2[CH:23]=[C:22]([Cl:24])[CH:21]=[CH:20][C:19]=2[N:25]2[CH2:29][CH2:28][O:27][C:26]2=[O:30])[CH:10]=1. (8) Reactant: Cl.[CH2:2]([NH:9][OH:10])[C:3]1[CH:8]=[CH:7][CH:6]=[CH:5][CH:4]=1.[C:11]([O-:14])(=O)[CH3:12].[Na+].C=O.C(O)/[CH:19]=[CH:20]\[CH2:21][OH:22]. Product: [CH2:2]([N:9]1[CH2:19][CH:20]([CH2:21][OH:22])[CH:12]([CH2:11][OH:14])[O:10]1)[C:3]1[CH:8]=[CH:7][CH:6]=[CH:5][CH:4]=1. The catalyst class is: 8. (9) Reactant: [CH3:1][C:2]1[C:3]([OH:11])=[C:4]([CH3:10])[C:5]([CH3:9])=[C:6]([CH:8]=1)[OH:7].C=O.[C:14]([O:19][CH3:20])(=[O:18])[C:15]([CH3:17])=[CH2:16].[C:21](O)(=O)C. Product: [OH:11][C:3]1[C:2]([CH3:1])=[C:8]2[C:6](=[C:5]([CH3:9])[C:4]=1[CH3:10])[O:7][C:15]([CH3:17])([C:14]([O:19][CH3:20])=[O:18])[CH2:16][CH2:21]2. The catalyst class is: 5. (10) Reactant: [Cl:1][C:2]1[CH:3]=[C:4]([C:12]([NH:14][C@@H:15]([CH2:21][C:22]2[CH:27]=[CH:26][C:25]([C:28]3[N:29]=[C:30]([C:34](N(C)OC)=[O:35])[N:31]([CH3:33])[CH:32]=3)=[CH:24][CH:23]=2)[CH2:16][CH2:17][C:18]([OH:20])=[O:19])=[O:13])[CH:5]=[CH:6][C:7]=1[O:8][CH:9]([CH3:11])[CH3:10].[CH3:40][Mg]Br. Product: [C:34]([C:30]1[N:31]([CH3:33])[CH:32]=[C:28]([C:25]2[CH:24]=[CH:23][C:22]([CH2:21][C@H:15]([NH:14][C:12]([C:4]3[CH:5]=[CH:6][C:7]([O:8][CH:9]([CH3:11])[CH3:10])=[C:2]([Cl:1])[CH:3]=3)=[O:13])[CH2:16][CH2:17][C:18]([OH:20])=[O:19])=[CH:27][CH:26]=2)[N:29]=1)(=[O:35])[CH3:40]. The catalyst class is: 1.